This data is from Full USPTO retrosynthesis dataset with 1.9M reactions from patents (1976-2016). The task is: Predict the reactants needed to synthesize the given product. (1) Given the product [CH:12]1([CH2:11][O:8][C:7]2[C:2]([CH3:1])=[C:3]([OH:9])[CH:4]=[CH:5][CH:6]=2)[CH2:17][CH2:16][CH2:15][CH2:14][CH2:13]1, predict the reactants needed to synthesize it. The reactants are: [CH3:1][C:2]1[C:7]([OH:8])=[CH:6][CH:5]=[CH:4][C:3]=1[OH:9].Br[CH2:11][CH:12]1[CH2:17][CH2:16][CH2:15][CH2:14][CH2:13]1. (2) The reactants are: [NH:1]1[CH:5]=[CH:4][CH:3]=[N:2]1.[CH2:6]([Li])CCC.[CH3:11][C:12]1([CH3:18])[CH2:16][CH2:15][CH2:14][C:13]1=[O:17]. Given the product [CH3:11][C:12]1([CH3:18])[CH2:16][CH2:15][CH2:14][C:13]1([C:3]1[N:2]([CH3:6])[N:1]=[CH:5][CH:4]=1)[OH:17], predict the reactants needed to synthesize it. (3) Given the product [CH3:2][C:3]1([CH3:15])[CH2:7][C:6]2([CH2:12][CH2:11][CH:10]([N:13]3[C:19]([CH:18]=[O:17])=[CH:20][CH:21]=[N:14]3)[CH2:9][CH2:8]2)[O:5][CH2:4]1, predict the reactants needed to synthesize it. The reactants are: Cl.[CH3:2][C:3]1([CH3:15])[CH2:7][C:6]2([CH2:12][CH2:11][CH:10]([NH:13][NH2:14])[CH2:9][CH2:8]2)[O:5][CH2:4]1.C[O:17][CH:18](OC)[C:19](=O)/[CH:20]=[CH:21]/N(C)C. (4) Given the product [C:17]1([B:21]2[C:2]3[CH:7]=[CH:6][CH:5]=[CH:4][C:3]=3[CH2:8][CH2:9][O:10]2)[CH:18]=[CH:19][CH:20]=[CH:15][CH:16]=1, predict the reactants needed to synthesize it. The reactants are: Br[C:2]1[CH:7]=[CH:6][CH:5]=[CH:4][C:3]=1[CH2:8][CH2:9][O:10]COC.Cl[C:15]1[CH:16]=[C:17]([B:21]2C3C=CC(F)=CC=3CO2)[CH:18]=[CH:19][CH:20]=1. (5) Given the product [Cl:24][C:25]1[CH:32]=[C:31]([F:33])[CH:30]=[CH:29][C:26]=1[CH2:27][O:19][C:12]1[CH:11]=[C:10]([N:7]2[C:6]3[CH:20]=[C:21]([O:22][CH3:23])[C:3]([O:2][CH3:1])=[CH:4][C:5]=3[N:9]=[CH:8]2)[S:14][C:13]=1[C:15]([O:17][CH3:18])=[O:16], predict the reactants needed to synthesize it. The reactants are: [CH3:1][O:2][C:3]1[C:21]([O:22][CH3:23])=[CH:20][C:6]2[N:7]([C:10]3[S:14][C:13]([C:15]([O:17][CH3:18])=[O:16])=[C:12]([OH:19])[CH:11]=3)[CH:8]=[N:9][C:5]=2[CH:4]=1.[Cl:24][C:25]1[CH:32]=[C:31]([F:33])[CH:30]=[CH:29][C:26]=1[CH2:27]Br. (6) Given the product [CH:1]1([N:7]([C:8]2[CH:13]=[CH:12][C:11]([NH2:14])=[CH:10][N:9]=2)[CH3:17])[CH2:2][CH2:3][CH2:4][CH2:5][CH2:6]1, predict the reactants needed to synthesize it. The reactants are: [CH:1]1([N:7]([CH3:17])[C:8]2[CH:13]=[CH:12][C:11]([N+:14]([O-])=O)=[CH:10][N:9]=2)[CH2:6][CH2:5][CH2:4][CH2:3][CH2:2]1. (7) Given the product [NH2:16][C:15]1[O:13][C:3]2[CH:4]=[C:5]([CH:8]([CH3:12])[C:9]([OH:11])=[O:10])[CH:6]=[CH:7][C:2]=2[N:1]=1, predict the reactants needed to synthesize it. The reactants are: [NH2:1][C:2]1[CH:7]=[CH:6][C:5]([CH:8]([CH3:12])[C:9]([OH:11])=[O:10])=[CH:4][C:3]=1[OH:13].Br[C:15]#[N:16].[OH-].[Na+]. (8) Given the product [CH2:17]([N:24]1[C@H:29]([CH3:30])[CH2:28][CH:27]([NH:1][C:2]2[C:3]([CH3:16])=[C:4]([CH:9]=[C:10]([C:12]([F:13])([F:14])[F:15])[CH:11]=2)[C:5]([O:7][CH3:8])=[O:6])[CH2:26][C@H:25]1[CH3:32])[C:18]1[CH:23]=[CH:22][CH:21]=[CH:20][CH:19]=1, predict the reactants needed to synthesize it. The reactants are: [NH2:1][C:2]1[C:3]([CH3:16])=[C:4]([CH:9]=[C:10]([C:12]([F:15])([F:14])[F:13])[CH:11]=1)[C:5]([O:7][CH3:8])=[O:6].[CH2:17]([N:24]1[C@@H:29]([CH3:30])[CH2:28][C:27](=O)[CH2:26][C@H:25]1[CH3:32])[C:18]1[CH:23]=[CH:22][CH:21]=[CH:20][CH:19]=1.C(O[BH-](OC(=O)C)OC(=O)C)(=O)C.[Na+].C([O-])(O)=O.[Na+]. (9) Given the product [F:32][C:2]([F:1])([F:31])[C:3]1[CH:8]=[CH:7][N:6]=[C:5]([NH:9][C:10]2[CH:11]=[C:12]([C:16]3[S:20][C:19]([C@H:21]4[CH2:22][CH2:23][C@H:24]([C:27]([OH:29])=[O:28])[CH2:25][CH2:26]4)=[N:18][CH:17]=3)[CH:13]=[CH:14][CH:15]=2)[N:4]=1, predict the reactants needed to synthesize it. The reactants are: [F:1][C:2]([F:32])([F:31])[C:3]1[CH:8]=[CH:7][N:6]=[C:5]([NH:9][C:10]2[CH:11]=[C:12]([C:16]3[S:20][C:19]([C@H:21]4[CH2:26][CH2:25][C@H:24]([C:27]([O:29]C)=[O:28])[CH2:23][CH2:22]4)=[N:18][CH:17]=3)[CH:13]=[CH:14][CH:15]=2)[N:4]=1.[Li+].[OH-].Cl.CCOCC. (10) Given the product [Cl:13][C:14]1[CH:22]=[CH:21][C:20]([I:23])=[CH:19][C:15]=1[CH2:16][C:4]1[CH:5]=[CH:6][C:1]([O:7][CH3:8])=[CH:2][CH:3]=1, predict the reactants needed to synthesize it. The reactants are: [C:1]1([O:7][CH3:8])[CH:6]=[CH:5][CH:4]=[CH:3][CH:2]=1.[Cl-].[Al+3].[Cl-].[Cl-].[Cl:13][C:14]1[CH:22]=[CH:21][C:20]([I:23])=[CH:19][C:15]=1[C:16](Cl)=O.C[SiH](O)C.C[Si](C)(C)C.C[Si](O)(C)C.